Predict the reaction yield, written as a fraction of the theoretical maximum amount of product (1.0 means a 100% yield; for example, 0.34 means a 34% yield). From a dataset of Reaction yield outcomes from USPTO patents with 853,638 reactions. (1) The reactants are [O:1]=[C:2]1[C:10]2[C:5](=[CH:6][CH:7]=[CH:8][CH:9]=2)[C:4](=[S:11])[N:3]1[CH:12]([CH2:17][CH2:18][C:19]([O:21]C)=O)[C:13](OC)=[O:14].FC(F)(F)C([NH2:27])=O.ON1C2C=CC=CC=2N=N1.Cl.CN(C)CCCN=C=NCC.C(N(CC)CC)C. The catalyst is C(Cl)Cl.O. The product is [S:11]=[C:4]1[C:5]2[C:10](=[CH:9][CH:8]=[CH:7][CH:6]=2)[C:2](=[O:1])[N:3]1[CH:12]1[CH2:17][CH2:18][C:19](=[O:21])[NH:27][C:13]1=[O:14]. The yield is 0.630. (2) The reactants are [CH3:1][C:2]1[N:7]=[C:6]([O:8][CH2:9][C@H:10]2[CH2:12][C@@H:11]2[C:13]2[CH:22]=[CH:21][C:20]3[C:15](=[CH:16][CH:17]=[CH:18][CH:19]=3)[N:14]=2)[C:5]([C:23]2[CH2:32][CH2:31][C:26]3([O:30][CH2:29][CH2:28][O:27]3)[CH2:25][CH:24]=2)=[CH:4][N:3]=1. The catalyst is C(O)C.[Pd]. The product is [CH3:12][C@H:10]([CH2:9][O:8][C:6]1[C:5]([CH:23]2[CH2:32][CH2:31][C:26]3([O:27][CH2:28][CH2:29][O:30]3)[CH2:25][CH2:24]2)=[CH:4][N:3]=[C:2]([CH3:1])[N:7]=1)[CH2:11][C:13]1[CH:22]=[CH:21][C:20]2[C:15](=[CH:16][CH:17]=[CH:18][CH:19]=2)[N:14]=1. The yield is 0.0400. (3) The reactants are [Cl:1][C:2]1[CH:7]=[C:6]([Cl:8])[CH:5]=[CH:4][C:3]=1[C:9]1[N:10]=[C:11](/[CH:16]=[CH:17]/[C:18]2[CH:23]=[CH:22][C:21]([C:24]3[CH:29]=[CH:28][C:27]([O:30][CH2:31][CH2:32][CH2:33][C:34]([OH:36])=[O:35])=[CH:26][CH:25]=3)=[CH:20][CH:19]=2)[N:12]([CH2:14][CH3:15])[CH:13]=1.[C:37]([O:43][CH2:44]Cl)(=[O:42])[C:38]([CH3:41])([CH3:40])[CH3:39].C([O-])([O-])=O.[K+].[K+]. The catalyst is CN(C=O)C.O.CCOC(C)=O. The product is [CH3:39][C:38]([CH3:41])([CH3:40])[C:37]([O:43][CH2:44][O:35][C:34](=[O:36])[CH2:33][CH2:32][CH2:31][O:30][C:27]1[CH:26]=[CH:25][C:24]([C:21]2[CH:22]=[CH:23][C:18](/[CH:17]=[CH:16]/[C:11]3[N:12]([CH2:14][CH3:15])[CH:13]=[C:9]([C:3]4[CH:4]=[CH:5][C:6]([Cl:8])=[CH:7][C:2]=4[Cl:1])[N:10]=3)=[CH:19][CH:20]=2)=[CH:29][CH:28]=1)=[O:42]. The yield is 0.880. (4) The reactants are [N+:1]([C:4]1[CH:12]=[CH:11][CH:10]=[C:6]([C:7]([OH:9])=[O:8])[C:5]=1[C:13]([OH:15])=[O:14])([O-])=O.[H][H]. The catalyst is [Pd].C(O)C. The product is [NH2:1][C:4]1[CH:12]=[CH:11][CH:10]=[C:6]([C:7]([OH:9])=[O:8])[C:5]=1[C:13]([OH:15])=[O:14]. The yield is 0.840. (5) The reactants are [Cl:1][C:2]1[CH:11]=[CH:10][C:5]([C:6]([O:8][CH3:9])=[O:7])=[C:4]([NH:12][CH2:13][CH2:14][CH2:15][CH2:16][OH:17])[C:3]=1[NH:18][C:19](=S)[NH:20][C:21]1[C:26]([Cl:27])=[CH:25][C:24]([Cl:28])=[CH:23][N:22]=1.C(N(CC)CC)C.Cl.C(N=C=NCCCN(C)C)C. The catalyst is O1CCCC1.C(OCC)(=O)C. The product is [Cl:1][C:2]1[C:3]2[N:18]=[C:19]([NH:20][C:21]3[C:26]([Cl:27])=[CH:25][C:24]([Cl:28])=[CH:23][N:22]=3)[N:12]([CH2:13][CH2:14][CH2:15][CH2:16][OH:17])[C:4]=2[C:5]([C:6]([O:8][CH3:9])=[O:7])=[CH:10][CH:11]=1. The yield is 0.960.